From a dataset of Catalyst prediction with 721,799 reactions and 888 catalyst types from USPTO. Predict which catalyst facilitates the given reaction. (1) Reactant: [CH3:1][O:2][C:3](=[O:23])[CH2:4][CH2:5][C:6]1[CH:11]=[CH:10][C:9]([OH:12])=[CH:8][C:7]=1[CH2:13][CH2:14][NH:15][C:16]([O:18][C:19](C)([CH3:21])[CH3:20])=[O:17].C(O)(C(F)(F)F)=O. Product: [CH3:1][O:2][C:3](=[O:23])[CH2:4][CH2:5][C:6]1[CH:11]=[CH:10][C:9]([OH:12])=[CH:8][C:7]=1[CH2:13][CH2:14][NH:15][C:16]([O:18][CH:19]([CH3:20])[CH3:21])=[O:17]. The catalyst class is: 2. (2) Reactant: [CH3:1][O:2][C:3](=[O:31])[C@H:4]([CH2:16][C:17]1[CH:22]=[CH:21][C:20](OS(C(F)(F)F)(=O)=O)=[CH:19][CH:18]=1)[NH:5][C:6](=[O:15])[C:7]1[C:12]([Cl:13])=[CH:11][CH:10]=[CH:9][C:8]=1[Cl:14].C[Sn](C)(C)[C:34]1[CH:38]=[CH:37][S:36][C:35]=1[C:39]#[N:40].[Li+].[Cl-].[NH4+].[Cl-]. Product: [CH3:1][O:2][C:3](=[O:31])[C@H:4]([CH2:16][C:17]1[CH:22]=[CH:21][C:20]([C:34]2[CH:38]=[CH:37][S:36][C:35]=2[C:39]#[N:40])=[CH:19][CH:18]=1)[NH:5][C:6](=[O:15])[C:7]1[C:8]([Cl:14])=[CH:9][CH:10]=[CH:11][C:12]=1[Cl:13]. The catalyst class is: 752. (3) Product: [NH2:7][CH2:8][CH2:9][CH2:10][O:11][C:12]1[CH:13]=[CH:14][C:15]2[C:16]3[N:17]([CH2:33][CH2:34][N:35]=3)[C:18]([NH:24][C:25](=[O:26])[C:27]3[CH:32]=[CH:31][CH:30]=[N:29][CH:28]=3)=[N:19][C:20]=2[C:21]=1[O:22][CH3:23]. Reactant: C(OC(=O)[NH:7][CH2:8][CH2:9][CH2:10][O:11][C:12]1[CH:13]=[CH:14][C:15]2[C:16]3[N:17]([CH2:33][CH2:34][N:35]=3)[C:18]([NH:24][C:25]([C:27]3[CH:28]=[N:29][CH:30]=[CH:31][CH:32]=3)=[O:26])=[N:19][C:20]=2[C:21]=1[O:22][CH3:23])(C)(C)C.C(#N)C. The catalyst class is: 330. (4) Reactant: [CH2:1](N(CC)CC)C.O[C:9]1[CH:14]=[CH:13][C:12]([C:15]2[CH:20]=[CH:19][C:18]([C:21]([OH:23])=[O:22])=[CH:17][CH:16]=2)=[CH:11][CH:10]=1.C(=O)([O-])[O-].[K+].[K+].IC.CN([CH:35]=[O:36])C. Product: [CH3:1][O:23][C:21]([C:18]1[CH:19]=[CH:20][C:15]([C:12]2[CH:13]=[CH:14][C:9]([O:36][CH3:35])=[CH:10][CH:11]=2)=[CH:16][CH:17]=1)=[O:22]. The catalyst class is: 2. (5) Reactant: [N:1]1([C:6]2[CH:16]=[C:10]([C:11]([O:13][CH2:14][CH3:15])=[O:12])[C:9]([OH:17])=[CH:8][CH:7]=2)[CH:5]=[CH:4][CH:3]=[CH:2]1.Cl[C:19]1[C:28]2[C:23](=[CH:24][C:25]([O:31][CH3:32])=[C:26]([O:29][CH3:30])[CH:27]=2)[N:22]=[CH:21][CH:20]=1. Product: [CH3:30][O:29][C:26]1[CH:27]=[C:28]2[C:23](=[CH:24][C:25]=1[O:31][CH3:32])[N:22]=[CH:21][CH:20]=[C:19]2[O:17][C:9]1[CH:8]=[CH:7][C:6]([N:1]2[CH:5]=[CH:4][CH:3]=[CH:2]2)=[CH:16][C:10]=1[C:11]([O:13][CH2:14][CH3:15])=[O:12]. The catalyst class is: 420. (6) Reactant: Cl[C:2]1[C:3]([CH2:14][C:15]2[N:16]=[CH:17][NH:18][CH:19]=2)=[C:4]([C:8]2[CH:13]=[CH:12][CH:11]=[CH:10][CH:9]=2)[CH:5]=[CH:6][CH:7]=1. Product: [C:4]1([C:8]2[CH:9]=[CH:10][CH:11]=[CH:12][CH:13]=2)[CH:5]=[CH:6][CH:7]=[CH:2][C:3]=1[CH2:14][C:15]1[N:16]=[CH:17][NH:18][CH:19]=1. The catalyst class is: 19. (7) Reactant: C([O:3][C:4]([C:6]1[N:7]=[CH:8][N:9]([C:11]2[CH:16]=[CH:15][C:14]([F:17])=[CH:13][CH:12]=2)[CH:10]=1)=[O:5])C.C. Product: [F:17][C:14]1[CH:13]=[CH:12][C:11]([N:9]2[CH:10]=[C:6]([C:4]([OH:5])=[O:3])[N:7]=[CH:8]2)=[CH:16][CH:15]=1. The catalyst class is: 758.